Task: Predict the product of the given reaction.. Dataset: Forward reaction prediction with 1.9M reactions from USPTO patents (1976-2016) (1) Given the reactants [CH2:1]([NH:8][C:9]([C:11]1[S:15][C:14]([NH:16][C:17](=[O:22])[CH2:18][CH2:19][CH2:20]Br)=[N:13][C:12]=1[CH3:23])=[O:10])[C:2]1[CH:7]=[CH:6][CH:5]=[CH:4][CH:3]=1.C(=O)([O-])[O-].[K+].[K+], predict the reaction product. The product is: [CH2:1]([NH:8][C:9]([C:11]1[S:15][C:14]([N:16]2[CH2:20][CH2:19][CH2:18][C:17]2=[O:22])=[N:13][C:12]=1[CH3:23])=[O:10])[C:2]1[CH:7]=[CH:6][CH:5]=[CH:4][CH:3]=1. (2) Given the reactants [Br:1][CH2:2][CH2:3][CH2:4][O:5][C:6]1[CH:39]=[CH:38][C:9]([CH2:10][NH:11][C:12]2[N:17]=[C:16]([O:18][CH2:19][C:20]([F:23])([F:22])[F:21])[N:15]=[C:14]([NH:24][C:25]3[CH:37]=[CH:36][C:28]([C:29]([O:31]C(C)(C)C)=[O:30])=[CH:27][CH:26]=3)[CH:13]=2)=[CH:8][CH:7]=1.Cl, predict the reaction product. The product is: [Br:1][CH2:2][CH2:3][CH2:4][O:5][C:6]1[CH:7]=[CH:8][C:9]([CH2:10][NH:11][C:12]2[N:17]=[C:16]([O:18][CH2:19][C:20]([F:23])([F:22])[F:21])[N:15]=[C:14]([NH:24][C:25]3[CH:26]=[CH:27][C:28]([C:29]([OH:31])=[O:30])=[CH:36][CH:37]=3)[CH:13]=2)=[CH:38][CH:39]=1. (3) Given the reactants [CH3:1][O:2][C:3](=[O:22])[C:4]1[CH:18]=[C:17]([N+:19]([O-:21])=[O:20])[CH:16]=[C:6]([C:7]([NH:9][CH2:10][CH:11](OC)[O:12]C)=[O:8])[CH:5]=1.C(OCC)(=O)C, predict the reaction product. The product is: [CH3:1][O:2][C:3](=[O:22])[C:4]1[CH:18]=[C:17]([N+:19]([O-:21])=[O:20])[CH:16]=[C:6]([C:7]([NH:9][CH2:10][CH:11]=[O:12])=[O:8])[CH:5]=1. (4) Given the reactants [H-].[Na+].[CH2:3]([O:10][C:11]1[CH:20]=[C:19]2[C:14]([CH2:15][NH:16][C:17](=O)[NH:18]2)=[CH:13][C:12]=1[O:22][CH3:23])[C:4]1[CH:9]=[CH:8][CH:7]=[CH:6][CH:5]=1.[C:24]([O:30][CH2:31]Cl)(=[O:29])[C:25]([CH3:28])([CH3:27])[CH3:26].Cl.CN(C=[O:38])C, predict the reaction product. The product is: [CH2:3]([O:10][C:11]1[CH:20]=[C:19]2[C:14]([C:15](=[O:38])[N:16]([CH2:31][O:30][C:24](=[O:29])[C:25]([CH3:28])([CH3:27])[CH3:26])[CH:17]=[N:18]2)=[CH:13][C:12]=1[O:22][CH3:23])[C:4]1[CH:9]=[CH:8][CH:7]=[CH:6][CH:5]=1. (5) The product is: [Cl:7][C:5]1[S:6][C:2]([C:10]#[N:11])=[CH:3][C:4]=1[CH2:8][OH:9]. Given the reactants Br[C:2]1[S:6][C:5]([Cl:7])=[C:4]([CH2:8][OH:9])[CH:3]=1.[CH3:10][N:11](C)C=O, predict the reaction product. (6) Given the reactants [Cl-].[CH3:2][C:3]1[CH:15]=[CH:14][CH:13]=[CH:12][C:4]=1[CH:5]=[N+:6]1[CH2:11][CH2:10][CH2:9][CH2:8][CH2:7]1.[Cl:16][C:17]1[C:26]2[C:21](=[CH:22][CH:23]=[CH:24][CH:25]=2)[C:20]([OH:27])=[CH:19][CH:18]=1, predict the reaction product. The product is: [Cl:16][C:17]1[C:26]2[C:21](=[CH:22][CH:23]=[CH:24][CH:25]=2)[C:20]([OH:27])=[C:19]([CH:5]([N:6]2[CH2:7][CH2:8][CH2:9][CH2:10][CH2:11]2)[C:4]2[CH:12]=[CH:13][CH:14]=[CH:15][C:3]=2[CH3:2])[CH:18]=1. (7) Given the reactants Cl[C:2]1[CH:7]=[C:6]([Cl:8])[N:5]=[C:4]([O:9][CH3:10])[N:3]=1.[CH:11]1([CH2:21][NH2:22])[C:20]2[C:15](=[CH:16][CH:17]=[CH:18][CH:19]=2)[CH2:14][CH2:13][O:12]1.C([O-])(O)=O.[Na+], predict the reaction product. The product is: [Cl:8][C:6]1[N:5]=[C:4]([O:9][CH3:10])[N:3]=[C:2]([NH:22][CH2:21][CH:11]2[C:20]3[C:15](=[CH:16][CH:17]=[CH:18][CH:19]=3)[CH2:14][CH2:13][O:12]2)[CH:7]=1. (8) Given the reactants [NH2:1][C:2]1[CH:14]=[CH:13][C:5]2[S:6][C:7]3[CH:12]=[CH:11][CH:10]=[CH:9][C:8]=3[C:4]=2[CH:3]=1.[N:15]1([CH2:20][C:21](O)=[O:22])[CH:19]=[N:18][CH:17]=[N:16]1.O.ON1C2C=CC=CC=2N=N1.CCN=C=NCCCN(C)C, predict the reaction product. The product is: [N:15]1([CH2:20][C:21]([NH:1][C:2]2[CH:14]=[CH:13][C:5]3[S:6][C:7]4[CH:12]=[CH:11][CH:10]=[CH:9][C:8]=4[C:4]=3[CH:3]=2)=[O:22])[CH:19]=[N:18][CH:17]=[N:16]1. (9) The product is: [ClH:23].[NH:8]1[CH2:13][CH2:12][O:11][CH:10]([C:14]2[NH:15][C:16]3[CH:21]=[CH:20][N:19]=[CH:18][C:17]=3[N:22]=2)[CH2:9]1. Given the reactants C1(C[N:8]2[CH2:13][CH2:12][O:11][CH:10]([C:14]3[NH:15][C:16]4[CH:21]=[CH:20][N:19]=[CH:18][C:17]=4[N:22]=3)[CH2:9]2)C=CC=CC=1.[ClH:23], predict the reaction product.